Dataset: Reaction yield outcomes from USPTO patents with 853,638 reactions. Task: Predict the reaction yield, written as a fraction of the theoretical maximum amount of product (1.0 means a 100% yield; for example, 0.34 means a 34% yield). The reactants are [CH2:1]([S:3]([C:6]1[CH:14]=[CH:13][C:9]([C:10]([OH:12])=[O:11])=[CH:8][CH:7]=1)(=[O:5])=[O:4])[CH3:2].C1N=C[N:17](C(N2C=NC=C2)=O)C=1.Cl.[NH2:28][CH2:29][C:30]1[CH:31]=[C:32]2[C:36](=[CH:37][CH:38]=1)[C:35](=[O:39])[N:34]([C:40]1([CH3:48])[CH2:45][CH2:44][C:43](=[O:46])[NH:42][C:41]1=[O:47])[C:33]2=[O:49].CCOC(C)=O. The catalyst is CN(C)C=O. The product is [CH2:1]([S:3]([C:6]1[CH:7]=[CH:8][C:9]([C:10]([NH:28][CH2:29][C:30]2[CH:31]=[C:32]3[C:36](=[CH:37][CH:38]=2)[C:35](=[O:39])[N:34]([C:40]2([CH3:48])[CH2:45][CH2:44][C:43](=[O:46])[NH:42][C:41]2=[O:47])[C:33]3=[O:49])=[O:12])=[CH:13][CH:14]=1)(=[O:4])=[O:5])[CH3:2].[CH3:1][S:3][C:6]1[CH:14]=[CH:13][C:9]([C:10]([OH:12])=[O:11])=[N:17][CH:7]=1. The yield is 0.320.